This data is from Forward reaction prediction with 1.9M reactions from USPTO patents (1976-2016). The task is: Predict the product of the given reaction. (1) Given the reactants [Br:1][C:2]1[CH:7]=[CH:6][C:5]([N:8]2[CH2:13][CH2:12][CH:11]([C:14]([OH:16])=[O:15])[CH2:10][CH2:9]2)=[CH:4][CH:3]=1.O=S(Cl)Cl.[CH2:21](O)[CH3:22], predict the reaction product. The product is: [Br:1][C:2]1[CH:7]=[CH:6][C:5]([N:8]2[CH2:9][CH2:10][CH:11]([C:14]([O:16][CH2:21][CH3:22])=[O:15])[CH2:12][CH2:13]2)=[CH:4][CH:3]=1. (2) Given the reactants [F:1][C:2]1[CH:7]=[CH:6][C:5]([N:8]2[C:16]3[CH:15]=[C:14]4[CH2:17][CH2:18][C@H:19]5[C:24]([C@@:13]4([CH3:34])[CH2:12][C:11]=3[CH:10]=[N:9]2)=[CH:23][CH2:22][C@@H:21]([C:25]([F:28])([F:27])[F:26])[C@@H:20]5[C:29]([O:31]CC)=[O:30])=[CH:4][CH:3]=1.CO.O.O[Li].O, predict the reaction product. The product is: [F:1][C:2]1[CH:3]=[CH:4][C:5]([N:8]2[C:16]3[CH:15]=[C:14]4[CH2:17][CH2:18][C@H:19]5[C:24]([C@@:13]4([CH3:34])[CH2:12][C:11]=3[CH:10]=[N:9]2)=[CH:23][CH2:22][C@@H:21]([C:25]([F:28])([F:26])[F:27])[C@@H:20]5[C:29]([OH:31])=[O:30])=[CH:6][CH:7]=1.